Dataset: NCI-60 drug combinations with 297,098 pairs across 59 cell lines. Task: Regression. Given two drug SMILES strings and cell line genomic features, predict the synergy score measuring deviation from expected non-interaction effect. (1) Drug 1: C1CN(CCN1C(=O)CCBr)C(=O)CCBr. Drug 2: CN(C(=O)NC(C=O)C(C(C(CO)O)O)O)N=O. Cell line: TK-10. Synergy scores: CSS=8.43, Synergy_ZIP=-3.62, Synergy_Bliss=-4.45, Synergy_Loewe=-31.0, Synergy_HSA=-4.61. (2) Drug 1: CCC1=CC2CC(C3=C(CN(C2)C1)C4=CC=CC=C4N3)(C5=C(C=C6C(=C5)C78CCN9C7C(C=CC9)(C(C(C8N6C)(C(=O)OC)O)OC(=O)C)CC)OC)C(=O)OC.C(C(C(=O)O)O)(C(=O)O)O. Drug 2: C1CN(P(=O)(OC1)NCCCl)CCCl. Cell line: SK-MEL-5. Synergy scores: CSS=18.3, Synergy_ZIP=2.59, Synergy_Bliss=3.77, Synergy_Loewe=-30.5, Synergy_HSA=3.18. (3) Drug 1: CC1CCC2CC(C(=CC=CC=CC(CC(C(=O)C(C(C(=CC(C(=O)CC(OC(=O)C3CCCCN3C(=O)C(=O)C1(O2)O)C(C)CC4CCC(C(C4)OC)OCCO)C)C)O)OC)C)C)C)OC. Drug 2: CNC(=O)C1=NC=CC(=C1)OC2=CC=C(C=C2)NC(=O)NC3=CC(=C(C=C3)Cl)C(F)(F)F. Cell line: RPMI-8226. Synergy scores: CSS=5.12, Synergy_ZIP=-2.20, Synergy_Bliss=1.89, Synergy_Loewe=-45.8, Synergy_HSA=-9.27. (4) Drug 1: C1=C(C(=O)NC(=O)N1)N(CCCl)CCCl. Drug 2: C(=O)(N)NO. Cell line: SK-MEL-2. Synergy scores: CSS=-2.36, Synergy_ZIP=-2.76, Synergy_Bliss=-0.641, Synergy_Loewe=-7.63, Synergy_HSA=-4.12. (5) Drug 1: C1=CC=C(C=C1)NC(=O)CCCCCCC(=O)NO. Drug 2: C1=NNC2=C1C(=O)NC=N2. Cell line: HOP-62. Synergy scores: CSS=10.7, Synergy_ZIP=-4.30, Synergy_Bliss=-3.80, Synergy_Loewe=-2.48, Synergy_HSA=-2.23. (6) Drug 1: CC1CCC2CC(C(=CC=CC=CC(CC(C(=O)C(C(C(=CC(C(=O)CC(OC(=O)C3CCCCN3C(=O)C(=O)C1(O2)O)C(C)CC4CCC(C(C4)OC)OCCO)C)C)O)OC)C)C)C)OC. Drug 2: CN(CCCl)CCCl.Cl. Cell line: A498. Synergy scores: CSS=13.9, Synergy_ZIP=-6.94, Synergy_Bliss=-2.50, Synergy_Loewe=-5.43, Synergy_HSA=-2.16. (7) Drug 1: CC1=CC=C(C=C1)C2=CC(=NN2C3=CC=C(C=C3)S(=O)(=O)N)C(F)(F)F. Drug 2: C1=NC2=C(N=C(N=C2N1C3C(C(C(O3)CO)O)O)F)N. Cell line: HCT-15. Synergy scores: CSS=17.2, Synergy_ZIP=-4.38, Synergy_Bliss=0.225, Synergy_Loewe=-0.380, Synergy_HSA=0.663. (8) Drug 1: C1CC(=O)NC(=O)C1N2CC3=C(C2=O)C=CC=C3N. Drug 2: CC1C(C(CC(O1)OC2CC(OC(C2O)C)OC3=CC4=CC5=C(C(=O)C(C(C5)C(C(=O)C(C(C)O)O)OC)OC6CC(C(C(O6)C)O)OC7CC(C(C(O7)C)O)OC8CC(C(C(O8)C)O)(C)O)C(=C4C(=C3C)O)O)O)O. Cell line: SF-295. Synergy scores: CSS=13.1, Synergy_ZIP=4.00, Synergy_Bliss=4.77, Synergy_Loewe=5.27, Synergy_HSA=5.29.